This data is from Full USPTO retrosynthesis dataset with 1.9M reactions from patents (1976-2016). The task is: Predict the reactants needed to synthesize the given product. (1) Given the product [Br:1][C:2]1[CH:10]=[C:9]2[C:5]([CH2:6][C:7]([CH2:4][CH2:3][CH:2]=[CH2:10])([CH2:15][CH2:16][CH:17]=[CH2:18])[C:8]2=[O:11])=[CH:4][CH:3]=1, predict the reactants needed to synthesize it. The reactants are: [Br:1][C:2]1[CH:10]=[C:9]2[C:5]([CH2:6][CH2:7][C:8]2=[O:11])=[CH:4][CH:3]=1.[H-].[Na+].I[CH2:15][CH2:16][CH:17]=[CH2:18]. (2) Given the product [CH3:15][C:3]1[C:2]([B:27]([OH:32])[OH:28])=[C:7]([CH3:8])[N:6]=[C:5]([N:9]2[CH2:14][CH2:13][O:12][CH2:11][CH2:10]2)[N:4]=1, predict the reactants needed to synthesize it. The reactants are: Br[C:2]1[C:3]([CH3:15])=[N:4][C:5]([N:9]2[CH2:14][CH2:13][O:12][CH2:11][CH2:10]2)=[N:6][C:7]=1[CH3:8].CCCCCC.C([Li])CCC.[B:27](OC(C)C)([O:32]C(C)C)[O:28]C(C)C.[Cl-].[NH4+]. (3) Given the product [CH3:8][N:9]([CH3:14])[S:10]([N:15]1[CH2:21][CH2:20][CH2:19][CH:18]([C:22]2[N:27]=[CH:26][C:25]([NH:28][C:29]([C:31]3[CH:32]=[N:33][N:34]([C:37]4[CH:42]=[CH:41][C:40]([C:43]([F:45])([F:44])[F:46])=[CH:39][N:38]=4)[C:35]=3[CH3:36])=[O:30])=[CH:24][C:23]=2[CH3:47])[CH2:17][CH2:16]1)(=[O:12])=[O:11], predict the reactants needed to synthesize it. The reactants are: C(N(CC)CC)C.[CH3:8][N:9]([CH3:14])[S:10](Cl)(=[O:12])=[O:11].[NH:15]1[CH2:21][CH2:20][CH2:19][CH:18]([C:22]2[N:27]=[CH:26][C:25]([NH:28][C:29]([C:31]3[CH:32]=[N:33][N:34]([C:37]4[CH:42]=[CH:41][C:40]([C:43]([F:46])([F:45])[F:44])=[CH:39][N:38]=4)[C:35]=3[CH3:36])=[O:30])=[CH:24][C:23]=2[CH3:47])[CH2:17][CH2:16]1.C(=O)(O)[O-].[Na+]. (4) Given the product [Br:32][CH2:14][C:11]([C:3]1[CH:4]=[N:5][N:6]([CH3:7])[C:2]=1[Br:1])=[O:12], predict the reactants needed to synthesize it. The reactants are: [Br:1][C:2]1[N:6]([CH3:7])[N:5]=[CH:4][C:3]=1C(O)=O.[CH3:11][O-:12].[Na+].[C:14](Cl)(=O)C(Cl)=O.C[Si](C=[N+]=[N-])(C)C.C(OCC)C.[BrH:32]. (5) The reactants are: [Cl:1][C:2]1[C:7]([C:8]([F:11])([F:10])[F:9])=[CH:6][CH:5]=[CH:4][C:3]=1[C:12]([N:14]1[CH2:19][CH2:18][N:17]2[CH:20]=[N:21][N:22]=[C:16]2[CH2:15]1)=[O:13].Br[C:24]1[CH:25]=[N:26][CH:27]=[CH:28][CH:29]=1.C(=O)([O-])[O-].[Cs+].[Cs+].O. Given the product [Cl:1][C:2]1[C:7]([C:8]([F:10])([F:11])[F:9])=[CH:6][CH:5]=[CH:4][C:3]=1[C:12]([N:14]1[CH2:19][CH2:18][N:17]2[C:20]([C:24]3[CH:25]=[N:26][CH:27]=[CH:28][CH:29]=3)=[N:21][N:22]=[C:16]2[CH2:15]1)=[O:13], predict the reactants needed to synthesize it. (6) Given the product [C:1]([C:3]1[CH:4]=[CH:5][C:6]([N:9]2[CH2:15][CH2:14][C:13]3[O:16][N:17]=[C:18]([CH3:19])[C:12]=3[C:11]3[CH:20]=[C:21]([C:24]([OH:26])=[O:25])[CH:22]=[CH:23][C:10]2=3)=[CH:7][CH:8]=1)#[N:2], predict the reactants needed to synthesize it. The reactants are: [C:1]([C:3]1[CH:8]=[CH:7][C:6]([N:9]2[CH2:15][CH2:14][C:13]3[O:16][N:17]=[C:18]([CH3:19])[C:12]=3[C:11]3[CH:20]=[C:21]([C:24]([O:26]CC)=[O:25])[CH:22]=[CH:23][C:10]2=3)=[CH:5][CH:4]=1)#[N:2].C1COCC1.[OH-].[Na+].Cl.